This data is from NCI-60 drug combinations with 297,098 pairs across 59 cell lines. The task is: Regression. Given two drug SMILES strings and cell line genomic features, predict the synergy score measuring deviation from expected non-interaction effect. (1) Drug 1: CN(C)C1=NC(=NC(=N1)N(C)C)N(C)C. Drug 2: CCC1(CC2CC(C3=C(CCN(C2)C1)C4=CC=CC=C4N3)(C5=C(C=C6C(=C5)C78CCN9C7C(C=CC9)(C(C(C8N6C=O)(C(=O)OC)O)OC(=O)C)CC)OC)C(=O)OC)O.OS(=O)(=O)O. Cell line: MALME-3M. Synergy scores: CSS=-3.66, Synergy_ZIP=-0.439, Synergy_Bliss=0.0787, Synergy_Loewe=-21.8, Synergy_HSA=-8.11. (2) Drug 1: CC1C(C(CC(O1)OC2CC(CC3=C2C(=C4C(=C3O)C(=O)C5=C(C4=O)C(=CC=C5)OC)O)(C(=O)C)O)N)O.Cl. Drug 2: C1=NC2=C(N1)C(=S)N=C(N2)N. Cell line: MCF7. Synergy scores: CSS=31.6, Synergy_ZIP=-9.56, Synergy_Bliss=-9.03, Synergy_Loewe=-6.11, Synergy_HSA=-4.33.